This data is from Catalyst prediction with 721,799 reactions and 888 catalyst types from USPTO. The task is: Predict which catalyst facilitates the given reaction. (1) Reactant: [F:1][C:2]1[CH:7]=[C:6]([CH3:8])[CH:5]=[CH:4][C:3]=1[NH:9][C:10]1[C:19]2[C:14](=[CH:15][C:16]([O:26][CH3:27])=[C:17]([N:20]3[CH2:25][CH2:24][NH:23][CH2:22][CH2:21]3)[CH:18]=2)[N:13]=[N:12][C:11]=1[C:28]([NH2:30])=[O:29].C(N(CC)C(C)C)(C)C.[C:40]([O:43][C:44]([CH3:49])([CH3:48])[C:45](Cl)=[O:46])(=[O:42])[CH3:41]. Product: [C:40]([O:43][C:44]([CH3:49])([CH3:48])[C:45]([N:23]1[CH2:22][CH2:21][N:20]([C:17]2[CH:18]=[C:19]3[C:14](=[CH:15][C:16]=2[O:26][CH3:27])[N:13]=[N:12][C:11]([C:28](=[O:29])[NH2:30])=[C:10]3[NH:9][C:3]2[CH:4]=[CH:5][C:6]([CH3:8])=[CH:7][C:2]=2[F:1])[CH2:25][CH2:24]1)=[O:46])(=[O:42])[CH3:41]. The catalyst class is: 3. (2) Reactant: [Cl:1][C:2]1[C:3]([C:17]([OH:20])([CH3:19])[CH3:18])=[N:4][CH:5]=[C:6]([CH2:8][O:9][Si](C(C)(C)C)(C)C)[CH:7]=1.CCCC[N+](CCCC)(CCCC)CCCC.[F-]. Product: [Cl:1][C:2]1[C:3]([C:17]([OH:20])([CH3:18])[CH3:19])=[N:4][CH:5]=[C:6]([CH2:8][OH:9])[CH:7]=1. The catalyst class is: 1. (3) Reactant: [CH2:1]([NH:5][C:6]1[CH:11]=[C:10](F)[CH:9]=[CH:8][C:7]=1[N+:13]([O-:15])=[O:14])[CH2:2][CH2:3][CH3:4].[C:16]([C:20]1[CH:25]=[CH:24][C:23]([OH:26])=[CH:22][CH:21]=1)([CH3:19])([CH3:18])[CH3:17].C([O-])([O-])=O.[K+].[K+]. Product: [CH2:1]([NH:5][C:6]1[CH:11]=[C:10]([O:26][C:23]2[CH:24]=[CH:25][C:20]([C:16]([CH3:19])([CH3:18])[CH3:17])=[CH:21][CH:22]=2)[CH:9]=[CH:8][C:7]=1[N+:13]([O-:15])=[O:14])[CH2:2][CH2:3][CH3:4]. The catalyst class is: 3. (4) Reactant: [C:1]([O:4][CH2:5][C@@H:6]1[C@@H:11]([O:12][CH2:13][C:14]2[CH:19]=[CH:18][CH:17]=[CH:16][CH:15]=2)[C@H:10]([CH:20]=[CH2:21])[C@H:9]([O:22][CH2:23][C:24]2[CH:29]=[CH:28][CH:27]=[CH:26][CH:25]=2)[C@@H:8]([O:30][C:31](=O)C)[O:7]1)(=[O:3])[CH3:2].CO.B(F)(F)F. Product: [C:1]([O:4][CH2:5][C@@H:6]1[C@@H:11]([O:12][CH2:13][C:14]2[CH:19]=[CH:18][CH:17]=[CH:16][CH:15]=2)[C@H:10]([CH:20]=[CH2:21])[C@H:9]([O:22][CH2:23][C:24]2[CH:29]=[CH:28][CH:27]=[CH:26][CH:25]=2)[C@@H:8]([O:30][CH3:31])[O:7]1)(=[O:3])[CH3:2]. The catalyst class is: 2. (5) Reactant: [F:1][CH:2]([F:23])[O:3][C:4]1[C:5]([OH:22])=[C:6]([C:12]2[CH:20]=[CH:19][CH:18]=[C:17]3[C:13]=2[CH2:14][CH2:15][C:16]3=[O:21])[CH:7]=[CH:8][C:9]=1[O:10][CH3:11].C(=O)([O-])[O-].[K+].[K+].[CH2:30](I)[CH3:31]. Product: [F:1][CH:2]([F:23])[O:3][C:4]1[C:5]([O:22][CH2:30][CH3:31])=[C:6]([C:12]2[CH:20]=[CH:19][CH:18]=[C:17]3[C:13]=2[CH2:14][CH2:15][C:16]3=[O:21])[CH:7]=[CH:8][C:9]=1[O:10][CH3:11]. The catalyst class is: 10. (6) Reactant: [CH3:1][N:2]1[C:6]([C:7]2[CH:8]=[C:9]([C:12]([OH:14])=O)[S:10][CH:11]=2)=[CH:5][CH:4]=[N:3]1.[NH2:15][C@@H:16]([CH2:29][C:30]1[CH:35]=[CH:34][C:33]([F:36])=[CH:32][C:31]=1[F:37])[CH2:17][N:18]1[C:26](=[O:27])[C:25]2[C:20](=[CH:21][CH:22]=[CH:23][CH:24]=2)[C:19]1=[O:28].FC1C=CC=C(F)C=1C[C@@H](C(O)=O)N.C1CN([P+](Br)(N2CCCC2)N2CCCC2)CC1.F[P-](F)(F)(F)(F)F.CCN(C(C)C)C(C)C. Product: [F:37][C:31]1[CH:32]=[C:33]([F:36])[CH:34]=[CH:35][C:30]=1[CH2:29][C@H:16]([NH:15][C:12]([C:9]1[S:10][CH:11]=[C:7]([C:6]2[N:2]([CH3:1])[N:3]=[CH:4][CH:5]=2)[CH:8]=1)=[O:14])[CH2:17][N:18]1[C:26](=[O:27])[C:25]2[C:20](=[CH:21][CH:22]=[CH:23][CH:24]=2)[C:19]1=[O:28]. The catalyst class is: 22. (7) Reactant: [C:1]1([OH:7])[CH:6]=[CH:5][CH:4]=[CH:3][CH:2]=1.[H-].[Na+].[NH2:10][C:11]1[N:12]=[C:13]([C:28]2[CH:33]=[CH:32][CH:31]=[CH:30][CH:29]=2)[C:14]([C:18]2[CH:19]=[CH:20][C:21](=[O:27])[N:22]([CH:24]([CH3:26])[CH3:25])[CH:23]=2)=[N:15][C:16]=1Br.CCOC(C)=O. Product: [NH2:10][C:11]1[N:12]=[C:13]([C:28]2[CH:29]=[CH:30][CH:31]=[CH:32][CH:33]=2)[C:14]([C:18]2[CH:19]=[CH:20][C:21](=[O:27])[N:22]([CH:24]([CH3:26])[CH3:25])[CH:23]=2)=[N:15][C:16]=1[O:7][C:1]1[CH:6]=[CH:5][CH:4]=[CH:3][CH:2]=1. The catalyst class is: 179. (8) Reactant: [BH-](OC(C)=O)(OC(C)=O)OC(C)=O.[Na+].[NH:15]1[CH2:19][CH2:18][CH2:17][CH2:16]1.[CH3:20][C:21]1[CH:22]=[C:23]([CH:26]=[C:27]([CH3:30])[C:28]=1[OH:29])[CH:24]=O.Cl. Product: [CH3:20][C:21]1[CH:22]=[C:23]([CH2:24][N:15]2[CH2:19][CH2:18][CH2:17][CH2:16]2)[CH:26]=[C:27]([CH3:30])[C:28]=1[OH:29]. The catalyst class is: 2.